The task is: Predict the reactants needed to synthesize the given product.. This data is from Retrosynthesis with 50K atom-mapped reactions and 10 reaction types from USPTO. (1) Given the product Cc1cc(-c2cc(C(F)(F)F)nc(-c3cccc(Br)c3)n2)ccc1C(F)(F)F, predict the reactants needed to synthesize it. The reactants are: Cc1cc(-c2cc(C(F)(F)F)nc(Cl)n2)ccc1C(F)(F)F.OB(O)c1cccc(Br)c1. (2) The reactants are: CC(C)C(=O)Cl.Cc1ccc(N)cc1Br. Given the product Cc1ccc(NC(=O)C(C)C)cc1Br, predict the reactants needed to synthesize it. (3) Given the product CNc1ccc(C(=O)NCc2ccc(Oc3ccccc3)cc2)c(N)n1, predict the reactants needed to synthesize it. The reactants are: CN.Nc1nc(Cl)ccc1C(=O)NCc1ccc(Oc2ccccc2)cc1. (4) Given the product CCOC(=O)c1c(Nc2ccccc2[N+](=O)[O-])sc2cc(OC)ccc12, predict the reactants needed to synthesize it. The reactants are: CCOC(=O)c1c(N)sc2cc(OC)ccc12.O=[N+]([O-])c1ccccc1F. (5) Given the product Cn1nccc1-c1ccc2c(c1)CN([C@@H](Cc1cccc(F)c1)CN1C(=O)c3ccccc3C1=O)C2=O, predict the reactants needed to synthesize it. The reactants are: Cn1nccc1B1OC(C)(C)C(C)(C)O1.O=C1c2ccccc2C(=O)N1C[C@H](Cc1cccc(F)c1)N1Cc2cc(Br)ccc2C1=O. (6) Given the product COC(=O)C1=C(CN2CCCCC2)NC(c2ncc(F)cc2F)=N[C@H]1c1ccc(F)cc1Cl, predict the reactants needed to synthesize it. The reactants are: C1CCNCC1.COC(=O)C1=C(CBr)NC(c2ncc(F)cc2F)=N[C@H]1c1ccc(F)cc1Cl.